Dataset: Full USPTO retrosynthesis dataset with 1.9M reactions from patents (1976-2016). Task: Predict the reactants needed to synthesize the given product. (1) Given the product [CH3:16][CH:15]([N:17]1[CH2:22][CH2:21][N:20]([C:23]([C@H:25]2[CH2:29][CH2:28][N:27]([C:2]3[CH:7]=[CH:6][C:5]([C:8]4[N:12]=[C:11]([CH3:13])[O:10][N:9]=4)=[CH:4][CH:3]=3)[CH2:26]2)=[O:24])[CH2:19][CH2:18]1)[CH3:14], predict the reactants needed to synthesize it. The reactants are: Br[C:2]1[CH:7]=[CH:6][C:5]([C:8]2[N:12]=[C:11]([CH3:13])[O:10][N:9]=2)=[CH:4][CH:3]=1.[CH3:14][CH:15]([N:17]1[CH2:22][CH2:21][N:20]([C:23]([C@H:25]2[CH2:29][CH2:28][NH:27][CH2:26]2)=[O:24])[CH2:19][CH2:18]1)[CH3:16]. (2) Given the product [O:1]1[CH2:5][CH2:4][O:3][CH:2]1[CH:6]1[CH2:7][CH2:8][C:9]([C:13]#[CH:14])([O:12][Si:16]([CH3:18])([CH3:17])[CH3:15])[CH2:10][CH2:11]1, predict the reactants needed to synthesize it. The reactants are: [O:1]1[CH2:5][CH2:4][O:3][CH:2]1[CH:6]1[CH2:11][CH2:10][C:9]([C:13]#[CH:14])([OH:12])[CH2:8][CH2:7]1.[CH3:15][Si:16](Cl)([CH3:18])[CH3:17].O. (3) Given the product [Cl:48][C:49]1[CH:50]=[CH:51][C:52]([C:55]2[N:56]=[CH:57][C:58]([C:68]([NH:34][CH:35]3[CH2:40][CH2:39][CH2:38][N:37]([C:41]([O:43][C:44]([CH3:47])([CH3:46])[CH3:45])=[O:42])[CH2:36]3)=[O:69])=[N:59][C:60]=2[C:61]2[CH:66]=[CH:65][C:64]([Cl:67])=[CH:63][CH:62]=2)=[CH:53][CH:54]=1, predict the reactants needed to synthesize it. The reactants are: C1CN([P+](ON2N=NC3C=CC=CC2=3)(N2CCCC2)N2CCCC2)CC1.F[P-](F)(F)(F)(F)F.[NH2:34][CH:35]1[CH2:40][CH2:39][CH2:38][N:37]([C:41]([O:43][C:44]([CH3:47])([CH3:46])[CH3:45])=[O:42])[CH2:36]1.[Cl:48][C:49]1[CH:54]=[CH:53][C:52]([C:55]2[N:56]=[CH:57][C:58]([C:68](O)=[O:69])=[N:59][C:60]=2[C:61]2[CH:66]=[CH:65][C:64]([Cl:67])=[CH:63][CH:62]=2)=[CH:51][CH:50]=1.O. (4) The reactants are: [NH2:1][C:2]1[NH:3][C:4](=[O:36])[C:5]2[N:6]=[CH:7][N:8]([C@H:11]3[C@H:15]([OH:16])[C@H:14]([O:17]CC4C=CC=CC=4)[C@:13]([CH2:27][O:28]CC4C=CC=CC=4)([CH:25]=[CH2:26])[O:12]3)[C:9]=2[N:10]=1.B(Cl)(Cl)Cl. Given the product [NH2:1][C:2]1[NH:3][C:4](=[O:36])[C:5]2[N:6]=[CH:7][N:8]([C@H:11]3[C@H:15]([OH:16])[C@H:14]([OH:17])[C@:13]([CH2:27][OH:28])([CH:25]=[CH2:26])[O:12]3)[C:9]=2[N:10]=1, predict the reactants needed to synthesize it. (5) Given the product [N:17]1([C:15]([C:9]2[CH:8]=[C:7]3[C:12]([C:13]4[CH:14]=[C:2]([C:34]5[N:35]=[CH:36][S:37][CH:38]=5)[CH:3]=[C:4]([C:23]([NH2:25])=[O:24])[C:5]=4[NH:6]3)=[CH:11][CH:10]=2)=[O:16])[CH2:22][CH2:21][O:20][CH2:19][CH2:18]1, predict the reactants needed to synthesize it. The reactants are: Br[C:2]1[CH:3]=[C:4]([C:23]([NH2:25])=[O:24])[C:5]2[NH:6][C:7]3[C:12]([C:13]=2[CH:14]=1)=[CH:11][CH:10]=[C:9]([C:15]([N:17]1[CH2:22][CH2:21][O:20][CH2:19][CH2:18]1)=[O:16])[CH:8]=3.CC1(C)C(C)(C)OB([C:34]2[N:35]=[CH:36][S:37][CH:38]=2)O1.C([O-])([O-])=O.[Na+].[Na+].CO. (6) Given the product [N+:1]([C:4]1[CH:9]=[CH:8][C:7]([N:10]2[CH2:11][CH2:12][CH:13]([NH:15][C:17]([NH2:19])=[NH:18])[CH2:14]2)=[CH:6][CH:5]=1)([O-:3])=[O:2], predict the reactants needed to synthesize it. The reactants are: [N+:1]([C:4]1[CH:9]=[CH:8][C:7]([N:10]2[CH2:14][CH:13]([NH2:15])[CH2:12][CH2:11]2)=[CH:6][CH:5]=1)([O-:3])=[O:2].Cl.[C:17](N1C=CC=N1)(=[NH:19])[NH2:18].